This data is from Experimentally validated miRNA-target interactions with 360,000+ pairs, plus equal number of negative samples. The task is: Binary Classification. Given a miRNA mature sequence and a target amino acid sequence, predict their likelihood of interaction. (1) The miRNA is mmu-miR-19b-3p with sequence UGUGCAAAUCCAUGCAAAACUGA. The protein sequence of the target gene is MLGKGGVGGGGGTKAPKPSFVSYVRPEEIHTDEKEVTEKEVTLHLLPGEQLLCEASTVLKYVQEDSCQRGVYGRLVCTDFKISFLGDEDSALDNGGEAQFKNKIIGVNDVPLHCVDQIYGVFDEKKKPLFGQLKKYPEKLVIHCKDLRVLHFCLRYTKEEEVKRIVSGIIHHTQSPKLLKRLFLFSYAAAVHGTATDSRNCTVMFDTPKDWCWELERTKGSVKYRTVSVNEGYRVSDRLPAYFVVPTPLPEDDVRRFQGHGIPIWCWSCHNGSALLKMSALPKEQDDGALQVQKSFLDGI.... Result: 1 (interaction). (2) The miRNA is rno-miR-30c-1-3p with sequence CUGGGAGAGGGUUGUUUACUCC. The protein sequence of the target gene is MALADSARGLPNGGGGGGGSGSSSSSAEPPLFPDIVELNVGGQVYVTRRCTVVSVPDSLLWRMFTQQQPQELARDSKGRFFLDRDGFFFRYILDYLRDLQLVLPDYFPERSRLQREAEYFELPELVRRLGAPQQPGPGPPPPHSRRGVHKEGSLGDELLPLGYAEPEPQEGASAGAPSPTLELASRSPSGGAAGPLLTPSQSLDGSRRSGYITIGYRGSYTIGRDAQADAKFRRVARITVCGKTSLAKEVFGDTLNESRDPDRPPERYTSRYYLKFNFLEQAFDKLSESGFHMVACSSTG.... Result: 0 (no interaction). (3) The miRNA is hsa-miR-665 with sequence ACCAGGAGGCUGAGGCCCCU. The protein sequence of the target gene is MARDLIGPALPPGFKARGTAEDEERDPSPVAGPALPPNYKSSSSDSSDSDEDSSSLYEEGNQESEEDDSGPTARKQRKNQDDDDDDDDGFFGPALPPGFKKQDDSPPRPIIGPALPPGFIKSTQKSDKGRDDPGQQETDSSEDEDIIGPMPAKGPVNYNVTTEFEKRAQRMKEKLTKGDDDSSKPIVRESWMTELPPEMKDFGLGPRTFKRRADDTSGDRSIWTDTPADRERKAKETQEARKSSSKKDEEHILSGRDKRLAEQVSSYNESKRSESLMDIHHKKLKSKAAEDKNKPQERIP.... Result: 1 (interaction). (4) The miRNA is hsa-miR-1236-3p with sequence CCUCUUCCCCUUGUCUCUCCAG. The protein sequence of the target gene is MNGAPSPEDGASPSSPPLPPPPPPSWREFCESHARAAALDFARRFRLYLASHPQYAGPGAEAAFSRRFAELFLQHFEAEVARASGSLSPPILAPLSPGAEISPHDLSLESCRVGGPLAVLGPSRSSEDLAGPLPSSVSSSSTTSSKPKLKKRFSLRSVGRSVRGSVRGILQWRGTVDPPSSAGPLETSSGPPVLGGNSNSNSSGGAGTVGRGLVSDGTSPGERWTHRFERLRLSRGGGALKDGAGMVQREELLSFMGAEEAAPDPAGVGRGGGVAGPPSGGGGQPQWQKCRLLLRSEGEG.... Result: 1 (interaction). (5) The protein sequence of the target gene is MAKHGADEPSSRSGSPDREGRASEDRSLLHQRLAVRELIDTEVSYLHMLQLCASDIRSRLQQLPQGDLDVLFSNIDDIIKVNSRFLHDLQETASKEEEQVQLVGNIFLEFQEELEQVYKVYCASYDQALLLVDTYRKEPELQRHIQGIVEAVVPQAGSSGLSFLLVIPLQRITRYPLLLQKILENTVPDASAYPVLQRAVSALQDVNTNINEYKMRKEVASKYTKVEQLTLRERLARINTHTLSKKTTRLSQLLKQEAGLIPRTEDKEFDDLEERFQWVSLCVTELKNNVAAYLDNLQAF.... The miRNA is mmu-miR-669a-3-3p with sequence ACAUAACAUACACACACAUGUAU. Result: 0 (no interaction). (6) The miRNA is hsa-miR-1273h-5p with sequence CUGGGAGGUCAAGGCUGCAGU. The protein sequence of the target gene is MVGRNSAIAAGVCGALFIGYCIYFDRKRRSDPNFKNRLRERRKKQKLAKERAGLSKLPDLKDAEAVQKFFLEEIQLGEELLAQGEYEKGVDHLTNAIAVCGQPQQLLQVLQQTLPPPVFQMLLTKLPTISQRIVSAQSLAEDDVE. Result: 1 (interaction). (7) The miRNA is hsa-miR-5586-3p with sequence CAGAGUGACAAGCUGGUUAAAG. The protein sequence of the target gene is MDKNELVQKAKLAEQAERYDDMAACMKSVTEQGAELSNEERNLLSVAYKNVVGARRSSWRVVSSIEQKTEGAEKKQQMAREYREKIETELRDICNDVLSLLEKFLIPNASQPESKVFYLKMKGDYYRYLAEVAAGDDKKGIVDQSQQAYQEAFEISKKEMQPTHPIRLGLALNFSVFYYEILNSPEKACSLAKTAFDEAIAELDTLSEESYKDSTLIMQLLRDNLTLWTSDTQGDEAEAGEGGEN. Result: 0 (no interaction). (8) The miRNA is hsa-miR-4434 with sequence AGGAGAAGUAAAGUAGAA. The protein sequence of the target gene is MSKLKSSESVRVVVRCRPMNGKEKAASYDKVVDVDVKLGQVSVKNPKGTSHEMPKTFTFDAVYDWNAKQFELYDETFRPLVDSVLQGFNGTIFAYGQTGTGKTYTMEGVRGDPEKRGVIPNSFDHIFTHISRSQNQQYLVRASYLEIYQEEIRDLLSKDQTKRLELKERPDTGVYVKDLSSFVTKSVKEIEHVMNVGNQNRSVGATNMNEHSSRSHAIFVITIECSEVGLDGENHIRVGKLNLVDLAGSERQAKTGAQGERLKEATKINLSLSALGNVISALVDGKSTHIPYRDSKLTRL.... Result: 0 (no interaction). (9) The miRNA is hsa-miR-6825-5p with sequence UGGGGAGGUGUGGAGUCAGCAU. The protein sequence of the target gene is MEAPEEPAPVRGGPEATLEVRGSRCLRLSAFREELRALLVLAGPAFLVQLMVFLISFISSVFCGHLGKLELDAVTLAIAVINVTGVSVGFGLSSACDTLISQTYGSQNLKHVGVILQRSALVLLLCCFPCWALFLNTQHILLLFRQDPDVSRLTQTYVTIFIPALPATFLYMLQVKYLLNQGIVLPQIVTGVAANLVNALANYLFLHQLHLGVIGSALANLISQYTLALLLFLYILGKKLHQATWGGWSLECLQDWASFLRLAIPSMLMLCMEWWAYEVGSFLSGILGMVELGAQSIVYE.... Result: 1 (interaction). (10) The miRNA is hsa-miR-7161-5p with sequence UAAAGACUGUAGAGGCAACUGGU. The protein sequence of the target gene is MLAALLGGAGARTGTLPGALLCLMALLQLLCSAPRGSGLAHGRRLICWQALLQCQGEPDCSYAYSQYAEACAPVLAQRGGADAPGPAGAFPASAASSPRWRCPSHCISALIQLNHTRRGPALEDCDCAQDEHCRSTKRAIEPCLPRTSSVGPGAGAGSVMGCTEARRRCDRDSRCNLALSRYLAYCGKLFNGLRCTDECRAVIEDMLAVPKAALLNDCVCDGLERPICESVKENMARLCFGPDASNGPGSSGSDGGLDDYYDEEYDDEQRAGAAGGEQPLDDDDGLARPGGGAAAAGGRG.... Result: 0 (no interaction).